From a dataset of Peptide-MHC class I binding affinity with 185,985 pairs from IEDB/IMGT. Regression. Given a peptide amino acid sequence and an MHC pseudo amino acid sequence, predict their binding affinity value. This is MHC class I binding data. (1) The peptide sequence is NSSYWRQGY. The MHC is HLA-A80:01 with pseudo-sequence HLA-A80:01. The binding affinity (normalized) is 0.143. (2) The peptide sequence is FLKENGGL. The MHC is HLA-A32:01 with pseudo-sequence HLA-A32:01. The binding affinity (normalized) is 0. (3) The peptide sequence is YRFLVINRL. The MHC is HLA-A24:02 with pseudo-sequence HLA-A24:02. The binding affinity (normalized) is 0.371. (4) The peptide sequence is SSTTSAGPCR. The MHC is HLA-A02:02 with pseudo-sequence HLA-A02:02. The binding affinity (normalized) is 0.0814.